This data is from Reaction yield outcomes from USPTO patents with 853,638 reactions. The task is: Predict the reaction yield, written as a fraction of the theoretical maximum amount of product (1.0 means a 100% yield; for example, 0.34 means a 34% yield). (1) The reactants are [NH2:1][C:2]1[CH:7]=[CH:6][CH:5]=[CH:4][CH:3]=1.C[Al](C)C.[CH2:12]([CH:16]1[CH2:20][O:19][C:18](=[O:21])[CH2:17]1)[CH2:13][CH2:14][CH3:15]. The catalyst is C1(C)C=CC=CC=1. The product is [C:2]1([NH:1][C:18](=[O:21])[CH2:17][CH:16]([CH2:20][OH:19])[CH2:12][CH2:13][CH2:14][CH3:15])[CH:7]=[CH:6][CH:5]=[CH:4][CH:3]=1. The yield is 0.700. (2) The reactants are [Si]([O:8][C@@H:9]1[CH2:14][C@@H:13]([F:15])[CH2:12][NH:11][CH2:10]1)(C(C)(C)C)(C)C.Cl.[CH:17]([OH:20])([CH3:19])C.[CH3:21][OH:22]. No catalyst specified. The product is [F:15][C@@H:13]1[CH2:14][C@@H:9]([OH:8])[CH2:10][N:11]([C:21]([O:20][CH2:17][C:19]2[CH:10]=[CH:9][CH:14]=[CH:13][CH:12]=2)=[O:22])[CH2:12]1. The yield is 0.940. (3) The reactants are [CH3:1][O:2][C:3](=[O:9])[C@@H:4]([NH2:8])[CH:5]([CH3:7])[CH3:6].[F:10][C:11]([F:17])([F:16])[CH:12](OC)O. The catalyst is C1(C)C=CC=CC=1.O.C1(C)C=CC(S(O)(=O)=O)=CC=1. The product is [CH3:1][O:2][C:3](=[O:9])[C@@H:4]([N:8]=[CH:12][C:11]([F:17])([F:16])[F:10])[CH:5]([CH3:7])[CH3:6]. The yield is 0.560. (4) The product is [F:1][C:2]1[C:11]2[O:10][CH2:9][CH2:8][CH2:7][C:6]=2[C:5]([CH3:12])=[C:4]([C:13]2[C:14]([C:21]3[S:22][CH:23]=[CH:24][CH:25]=3)=[N:15][N:16]([CH3:20])[C:17]=2[CH:18]([OH:19])[C:37]([O:35][CH3:33])=[O:38])[CH:3]=1. The yield is 0.660. The catalyst is ClCCl.[I-].[Zn+2].[I-]. The reactants are [F:1][C:2]1[C:11]2[O:10][CH2:9][CH2:8][CH2:7][C:6]=2[C:5]([CH3:12])=[C:4]([C:13]2[C:14]([C:21]3[S:22][CH:23]=[CH:24][CH:25]=3)=[N:15][N:16]([CH3:20])[C:17]=2[CH:18]=[O:19])[CH:3]=1.C[Si](C#N)(C)C.[Na].[C:33](Cl)(=[O:35])C.[CH3:37][OH:38]. (5) The product is [Cl:11][C:12]1[CH:17]=[CH:16][C:15]([S:18]([NH:7][C:6]2[CH:8]=[C:2]([Cl:1])[CH:3]=[CH:4][C:5]=2[S:9][CH3:10])(=[O:19])=[O:20])=[C:14]([F:22])[CH:13]=1. The reactants are [Cl:1][C:2]1[CH:3]=[CH:4][C:5]([S:9][CH3:10])=[C:6]([CH:8]=1)[NH2:7].[Cl:11][C:12]1[CH:17]=[CH:16][C:15]([S:18](Cl)(=[O:20])=[O:19])=[C:14]([F:22])[CH:13]=1. The yield is 0.660. No catalyst specified. (6) The reactants are [Br:1][C:2]1[CH:3]=[CH:4][C:5]([N+:15]([O-])=O)=[C:6]([CH:14]=1)[O:7][C@H:8]([CH3:13])[C:9](OC)=[O:10]. The product is [Br:1][C:2]1[CH:3]=[CH:4][C:5]2[NH:15][C:9](=[O:10])[C@@H:8]([CH3:13])[O:7][C:6]=2[CH:14]=1. The yield is 0.960. The catalyst is C(O)(=O)C.C(OCC)(=O)C.[Fe]. (7) The reactants are [C:1]([C:3]1[C:8]([N+:9]([O-:11])=[O:10])=[CH:7][CH:6]=[C:5]([F:12])[N:4]=1)#[N:2].N.[OH:14]S(O)(=O)=O. No catalyst specified. The product is [F:12][C:5]1[N:4]=[C:3]([C:1]([NH2:2])=[O:14])[C:8]([N+:9]([O-:11])=[O:10])=[CH:7][CH:6]=1. The yield is 0.610. (8) The reactants are [CH3:1][C:2]1[CH:3]=[C:4]([CH:24]=[CH:25][C:26]=1[OH:27])[NH:5][C:6]1[C:15]2[C:10](=[CH:11][CH:12]=[CH:13][C:14]=2[O:16][CH:17]2[CH2:22][CH2:21][N:20]([CH3:23])[CH2:19][CH2:18]2)[N:9]=[CH:8][N:7]=1.[F:28][C:29]1[CH:36]=[CH:35][CH:34]=[C:33]([F:37])[C:30]=1[CH2:31]Cl. No catalyst specified. The product is [F:28][C:29]1[CH:36]=[CH:35][CH:34]=[C:33]([F:37])[C:30]=1[CH2:31][O:27][C:26]1[CH:25]=[CH:24][C:4]([NH:5][C:6]2[C:15]3[C:10](=[CH:11][CH:12]=[CH:13][C:14]=3[O:16][CH:17]3[CH2:22][CH2:21][N:20]([CH3:23])[CH2:19][CH2:18]3)[N:9]=[CH:8][N:7]=2)=[CH:3][C:2]=1[CH3:1]. The yield is 0.720. (9) The reactants are C[O:2][C:3]([C:5]1([CH2:11][CH2:12][NH:13][C:14]2[C:15]([CH3:31])=[N:16][C:17]([N:20]3[CH2:24][CH2:23][C@H:22]([N:25]4[CH2:29][CH2:28][CH2:27][C@@H:26]4[CH3:30])[CH2:21]3)=[CH:18][CH:19]=2)[CH2:10][CH2:9][O:8][CH2:7][CH2:6]1)=O.CC(C)([O-])C.[K+]. The product is [CH3:31][C:15]1[C:14]([N:13]2[CH2:12][CH2:11][C:5]3([CH2:6][CH2:7][O:8][CH2:9][CH2:10]3)[C:3]2=[O:2])=[CH:19][CH:18]=[C:17]([N:20]2[CH2:24][CH2:23][C@H:22]([N:25]3[CH2:29][CH2:28][CH2:27][C@@H:26]3[CH3:30])[CH2:21]2)[N:16]=1. The catalyst is C1COCC1.C(OCC)(=O)C. The yield is 0.220. (10) The reactants are [C:1]([O:20][CH2:21][C:22]1([OH:25])[CH2:24][CH2:23]1)([C:14]1[CH:19]=[CH:18][CH:17]=[CH:16][CH:15]=1)([C:8]1[CH:13]=[CH:12][CH:11]=[CH:10][CH:9]=1)[C:2]1[CH:7]=[CH:6][CH:5]=[CH:4][CH:3]=1.[CH3:26]N1C(=O)CCC1.CCCCO[P:38]([O:41][CH2:42][CH2:43]CC)([CH3:40])=[O:39].[NH4+].[Cl-].C[C:49]([O:52]C)([CH3:51])[CH3:50]. No catalyst specified. The product is [CH:42]([O:41][P:38]([CH2:40][O:25][C:22]1([CH2:21][O:20][C:1]([C:8]2[CH:13]=[CH:12][CH:11]=[CH:10][CH:9]=2)([C:14]2[CH:15]=[CH:16][CH:17]=[CH:18][CH:19]=2)[C:2]2[CH:3]=[CH:4][CH:5]=[CH:6][CH:7]=2)[CH2:23][CH2:24]1)(=[O:39])[O:52][CH:49]([CH3:50])[CH3:51])([CH3:43])[CH3:26]. The yield is 0.713.